This data is from Forward reaction prediction with 1.9M reactions from USPTO patents (1976-2016). The task is: Predict the product of the given reaction. Given the reactants Br[C:2]1[CH:7]=[CH:6][C:5]([C:8]2[NH:12][C:11]3[CH:13]=[C:14]([S:17]([CH3:20])(=[O:19])=[O:18])[CH:15]=[CH:16][C:10]=3[N:9]=2)=[CH:4][CH:3]=1.[Cl:21][C:22]1[CH:23]=[C:24](B(O)O)[CH:25]=[CH:26][CH:27]=1, predict the reaction product. The product is: [Cl:21][C:22]1[CH:27]=[C:26]([C:2]2[CH:7]=[CH:6][C:5]([C:8]3[NH:12][C:11]4[CH:13]=[C:14]([S:17]([CH3:20])(=[O:19])=[O:18])[CH:15]=[CH:16][C:10]=4[N:9]=3)=[CH:4][CH:3]=2)[CH:25]=[CH:24][CH:23]=1.